This data is from Full USPTO retrosynthesis dataset with 1.9M reactions from patents (1976-2016). The task is: Predict the reactants needed to synthesize the given product. (1) Given the product [CH2:1]([C@H:8]([NH:21][C:22]([C@@H:24]([NH:34][C:35]([C@@H:37]([NH:39][C:40]([C:42]1[N:43]=[C:44]2[CH:49]=[CH:48][CH:47]=[CH:46][N:45]2[CH:50]=1)=[O:41])[CH3:38])=[O:36])[CH2:25][C:26]1[CH:27]=[CH:28][C:29]([O:32][CH3:33])=[CH:30][CH:31]=1)=[O:23])[C:9]([C:11](=[O:20])[NH:12][CH2:13][C:14]1[CH:19]=[CH:18][CH:17]=[CH:16][CH:15]=1)=[O:10])[C:2]1[CH:3]=[CH:4][CH:5]=[CH:6][CH:7]=1, predict the reactants needed to synthesize it. The reactants are: [CH2:1]([C@H:8]([NH:21][C:22]([C@@H:24]([NH:34][C:35]([C@@H:37]([NH:39][C:40]([C:42]1[N:43]=[C:44]2[CH:49]=[CH:48][CH:47]=[CH:46][N:45]2[CH:50]=1)=[O:41])[CH3:38])=[O:36])[CH2:25][C:26]1[CH:31]=[CH:30][C:29]([O:32][CH3:33])=[CH:28][CH:27]=1)=[O:23])[CH:9]([C:11](=[O:20])[NH:12][CH2:13][C:14]1[CH:19]=[CH:18][CH:17]=[CH:16][CH:15]=1)[OH:10])[C:2]1[CH:7]=[CH:6][CH:5]=[CH:4][CH:3]=1.CC(OI1(OC(C)=O)(OC(C)=O)OC(=O)C2C=CC=CC1=2)=O. (2) Given the product [CH2:27]([O:26][C:23]1[N:22]=[N:21][C:20]([CH2:19][CH2:18][C:12]2[CH:11]=[C:10]3[C:15]([CH2:16][CH2:17][NH:8][CH2:9]3)=[CH:14][CH:13]=2)=[CH:25][CH:24]=1)[C:28]1[CH:29]=[CH:30][CH:31]=[CH:32][CH:33]=1, predict the reactants needed to synthesize it. The reactants are: C(OC([N:8]1[CH2:17][CH2:16][C:15]2[C:10](=[CH:11][C:12]([CH2:18][CH2:19][C:20]3[N:21]=[N:22][C:23]([O:26][CH2:27][C:28]4[CH:33]=[CH:32][CH:31]=[CH:30][CH:29]=4)=[CH:24][CH:25]=3)=[CH:13][CH:14]=2)[CH2:9]1)=O)(C)(C)C.FC(F)(F)C(O)=O.[OH-].[Na+]. (3) Given the product [I:19][C:10]1[C:9]2[C:13](=[C:14]([C:16]([NH2:18])=[O:17])[CH:15]=[C:7]([C:1]3[CH:6]=[CH:5][CH:4]=[CH:3][CH:2]=3)[CH:8]=2)[NH:12][CH:11]=1, predict the reactants needed to synthesize it. The reactants are: [C:1]1([C:7]2[CH:8]=[C:9]3[C:13](=[C:14]([C:16]([NH2:18])=[O:17])[CH:15]=2)[NH:12][CH:11]=[CH:10]3)[CH:6]=[CH:5][CH:4]=[CH:3][CH:2]=1.[I:19]N1C(=O)CCC1=O. (4) Given the product [C:26]([O:1][CH2:2][C@H:3]([N:5]1[CH:14]=[CH:13][C:12]2[C:7](=[CH:8][CH:9]=[C:10]([CH3:18])[C:11]=2[N+:15]([O-:17])=[O:16])[C:6]1=[O:19])[CH3:4])(=[O:28])[CH3:27], predict the reactants needed to synthesize it. The reactants are: [OH:1][CH2:2][C@H:3]([N:5]1[CH:14]=[CH:13][C:12]2[C:7](=[CH:8][CH:9]=[C:10]([CH3:18])[C:11]=2[N+:15]([O-:17])=[O:16])[C:6]1=[O:19])[CH3:4].N1C=CC=CC=1.[C:26](OC(=O)C)(=[O:28])[CH3:27].C(Cl)Cl.